From a dataset of Forward reaction prediction with 1.9M reactions from USPTO patents (1976-2016). Predict the product of the given reaction. (1) Given the reactants [OH:1][C:2]12[C:13]3[C:8](=[C:9]([N+:14]([O-])=O)[CH:10]=[CH:11][CH:12]=3)[C:7](=[O:17])[C:6]1([OH:18])[C:5]1[CH:19]=[C:20]([CH:26]([CH3:28])[CH3:27])[CH:21]=[C:22]([CH:23]([CH3:25])[CH3:24])[C:4]=1[O:3]2.O, predict the reaction product. The product is: [NH2:14][C:9]1[CH:10]=[CH:11][CH:12]=[C:13]2[C:8]=1[C:7](=[O:17])[C:6]1([OH:18])[C:5]3[CH:19]=[C:20]([CH:26]([CH3:27])[CH3:28])[CH:21]=[C:22]([CH:23]([CH3:25])[CH3:24])[C:4]=3[O:3][C:2]12[OH:1]. (2) The product is: [NH2:8][C:9]([CH3:13])([CH3:14])[C:10]([N:50]1[CH2:51][CH2:52][N:47]([CH3:46])[CH2:48][CH2:49]1)=[O:12]. Given the reactants C(OC([NH:8][C:9]([CH3:14])([CH3:13])[C:10]([OH:12])=O)=O)(C)(C)C.CCN=C=NCCCN(C)C.Cl.C1C=CC2N(O)N=NC=2C=1.CCN(C(C)C)C(C)C.[CH3:46][N:47]1[CH2:52][CH2:51][NH:50][CH2:49][CH2:48]1.Cl, predict the reaction product.